Dataset: Drug-target binding data from BindingDB using IC50 measurements. Task: Regression. Given a target protein amino acid sequence and a drug SMILES string, predict the binding affinity score between them. We predict pIC50 (pIC50 = -log10(IC50 in M); higher means more potent). Dataset: bindingdb_ic50. (1) The small molecule is CC(=NN=C(N)N)c1ccc(NC(=O)Nc2ccc(C(C)=NN=C(N)N)cc2)cc1. The target protein sequence is MSVYPKALRDEYIMSKTLGSGACGEVKLAFERKTCKKVAIKIISKRKFAIGSAREADPALNVETEIEILKKLNHPCIIKIKNFFDAEDYYIVLELMEGGELFDKVVGNKRLKEATCKLYFYQMLLAVQYLHENGIIHRDLKPENVLLSSQEEDCLIKITDFGHSKILGETSLMRTLCGTPTYLAPEVLVSVGTAGYNRAVDCWSLGVILFICLSGYPPFSEHRTQVSLKDQITSGKYNFIPEVWAEVSEKALDLVKKLLVVDPKARFTTEEALRHPWLQDEDMKRKFQDLLSEENESTALPQVLAQPSTSRKRPREGEAEGAE. The pIC50 is 6.6. (2) The drug is O=c1cc(-c2ccc(O)c(O)c2)oc2cc(O)cc(O)c12. The target protein (Q9WUL0) has sequence MSGDHLHNDSQIEADFRLNDSHKHKDKHKDREHRHKEHKKDKDKDREKSKHSNSEHKDSEKKHKEKEKTKHKDGSSDKHKDKHKDRDKEKRKEEKIRAAGDAKIKKEKENGFSSPPRIKDEPEDDGYFAPPKEDIKPLKRPRDEDDADYKPKKIKTEDIKKEKKRKLEEEEDGKLKKPKNKDKDKKVAEPDNKKKKAKKEEEQKWKWWEEERYPEGIKWKFLEHKGPVFAPPYEPLPEGVKFYYDGKVMKLSPKAEEVATFFAKMLDHEYTTKEIFRKNFFKDWRKEMTNDEKNTITNLSKCDFTQMSQYFKAQSEARKQMSKEEKLKIKEENEKLLKEYGFCVMDNHRERIANFKIEPPGLFRGRGNHPKMGMLKRRIMPEDIIINCSKDAKVPSPPPGHKWKEVRHDNKVTWLVSWTENIQGSIKYIMLNPSSRIKGEKDWQKYETARRLKKCVDKIRNQYREDWKSKEMKVRQRAVALYFIDKLALRAGNEKEEGET.... The pIC50 is 5.3.